This data is from Reaction yield outcomes from USPTO patents with 853,638 reactions. The task is: Predict the reaction yield, written as a fraction of the theoretical maximum amount of product (1.0 means a 100% yield; for example, 0.34 means a 34% yield). The reactants are [OH:1][C:2]1[CH:3]=[C:4]2[C:9](=[CH:10][CH:11]=1)[N:8]=[C:7]([C:12]1[CH:21]=[CH:20][C:15]([C:16]([NH:18][NH2:19])=[O:17])=[CH:14][CH:13]=1)[CH:6]=[CH:5]2.C1N=CN([C:27](N2C=NC=C2)=[O:28])C=1.CCOC(C)=O. The catalyst is C(Cl)Cl. The product is [OH:1][C:2]1[CH:3]=[C:4]2[C:9](=[CH:10][CH:11]=1)[N:8]=[C:7]([C:12]1[CH:13]=[CH:14][C:15]([C:16]3[O:17][C:27](=[O:28])[NH:19][N:18]=3)=[CH:20][CH:21]=1)[CH:6]=[CH:5]2. The yield is 0.110.